From a dataset of NCI-60 drug combinations with 297,098 pairs across 59 cell lines. Regression. Given two drug SMILES strings and cell line genomic features, predict the synergy score measuring deviation from expected non-interaction effect. (1) Drug 1: CC1=C(C=C(C=C1)C(=O)NC2=CC(=CC(=C2)C(F)(F)F)N3C=C(N=C3)C)NC4=NC=CC(=N4)C5=CN=CC=C5. Drug 2: C1CN(P(=O)(OC1)NCCCl)CCCl. Cell line: HCC-2998. Synergy scores: CSS=4.91, Synergy_ZIP=3.56, Synergy_Bliss=6.42, Synergy_Loewe=9.40, Synergy_HSA=0.218. (2) Drug 1: CC12CCC3C(C1CCC2=O)CC(=C)C4=CC(=O)C=CC34C. Drug 2: C1=NC2=C(N1)C(=S)N=C(N2)N. Cell line: SF-539. Synergy scores: CSS=41.8, Synergy_ZIP=-0.986, Synergy_Bliss=-2.26, Synergy_Loewe=-1.48, Synergy_HSA=0.249. (3) Drug 1: CCCCCOC(=O)NC1=NC(=O)N(C=C1F)C2C(C(C(O2)C)O)O. Drug 2: CCC1=C2CN3C(=CC4=C(C3=O)COC(=O)C4(CC)O)C2=NC5=C1C=C(C=C5)O. Cell line: HT29. Synergy scores: CSS=0.870, Synergy_ZIP=-6.03, Synergy_Bliss=-2.44, Synergy_Loewe=-17.0, Synergy_HSA=-4.22. (4) Drug 1: C1=CC(=CC=C1CCCC(=O)O)N(CCCl)CCCl. Drug 2: C1=CC=C(C=C1)NC(=O)CCCCCCC(=O)NO. Cell line: SK-OV-3. Synergy scores: CSS=17.5, Synergy_ZIP=-6.32, Synergy_Bliss=-7.42, Synergy_Loewe=-8.97, Synergy_HSA=-5.81. (5) Drug 1: CNC(=O)C1=CC=CC=C1SC2=CC3=C(C=C2)C(=NN3)C=CC4=CC=CC=N4. Drug 2: CC12CCC(CC1=CCC3C2CCC4(C3CC=C4C5=CN=CC=C5)C)O. Cell line: CCRF-CEM. Synergy scores: CSS=9.44, Synergy_ZIP=-3.33, Synergy_Bliss=2.72, Synergy_Loewe=1.82, Synergy_HSA=3.54. (6) Drug 1: CC1=CC=C(C=C1)C2=CC(=NN2C3=CC=C(C=C3)S(=O)(=O)N)C(F)(F)F. Drug 2: CC1C(C(CC(O1)OC2CC(OC(C2O)C)OC3=CC4=CC5=C(C(=O)C(C(C5)C(C(=O)C(C(C)O)O)OC)OC6CC(C(C(O6)C)O)OC7CC(C(C(O7)C)O)OC8CC(C(C(O8)C)O)(C)O)C(=C4C(=C3C)O)O)O)O. Cell line: 786-0. Synergy scores: CSS=34.7, Synergy_ZIP=-1.05, Synergy_Bliss=1.55, Synergy_Loewe=-16.8, Synergy_HSA=0.930. (7) Drug 1: CC1=CC2C(CCC3(C2CCC3(C(=O)C)OC(=O)C)C)C4(C1=CC(=O)CC4)C. Drug 2: COC1=C2C(=CC3=C1OC=C3)C=CC(=O)O2. Cell line: U251. Synergy scores: CSS=4.50, Synergy_ZIP=3.66, Synergy_Bliss=12.3, Synergy_Loewe=3.09, Synergy_HSA=3.42.